From a dataset of CYP2C9 inhibition data for predicting drug metabolism from PubChem BioAssay. Regression/Classification. Given a drug SMILES string, predict its absorption, distribution, metabolism, or excretion properties. Task type varies by dataset: regression for continuous measurements (e.g., permeability, clearance, half-life) or binary classification for categorical outcomes (e.g., BBB penetration, CYP inhibition). Dataset: cyp2c9_veith. (1) The compound is COc1cccc(-c2cc(NCc3cnc(C)cn3)ncn2)c1. The result is 0 (non-inhibitor). (2) The drug is CCSc1nnc(NC(=O)COc2ccc3ccccc3c2)s1. The result is 1 (inhibitor). (3) The molecule is CC(C)NC(=O)N1CCC2(CC1)CCN(C(=O)c1cccc(F)c1)CC2. The result is 0 (non-inhibitor). (4) The result is 0 (non-inhibitor). The drug is COc1ccc(-c2nc3cnc(Nc4cccc(OC)c4)nc3n(Cc3cccs3)c2=O)cc1.